From a dataset of Catalyst prediction with 721,799 reactions and 888 catalyst types from USPTO. Predict which catalyst facilitates the given reaction. (1) Reactant: [CH2:1]([O:8][C:9](=[O:29])[CH2:10][C:11]1[CH:12]=[CH:13][C:14]([O:20][CH2:21][C:22]2[C:23]([CH3:28])=[N:24][O:25][C:26]=2[CH3:27])=[C:15]([CH:19]=1)[C:16]([OH:18])=[O:17])[C:2]1[CH:7]=[CH:6][CH:5]=[CH:4][CH:3]=1.IC.[C:32]([O-])([O-])=O.[Na+].[Na+]. Product: [CH2:1]([O:8][C:9](=[O:29])[CH2:10][C:11]1[CH:12]=[CH:13][C:14]([O:20][CH2:21][C:22]2[C:23]([CH3:28])=[N:24][O:25][C:26]=2[CH3:27])=[C:15]([CH:19]=1)[C:16]([O:18][CH3:32])=[O:17])[C:2]1[CH:7]=[CH:6][CH:5]=[CH:4][CH:3]=1. The catalyst class is: 18. (2) Reactant: [CH2:1]([O:3][C:4](=[O:19])[CH2:5][CH:6]([NH:10][C:11]1[CH:16]=[C:15]([CH3:17])[CH:14]=[CH:13][C:12]=1[NH2:18])[CH2:7][CH2:8][CH3:9])[CH3:2].C1N=CN([C:25](N2C=NC=C2)=[O:26])C=1. Product: [CH2:1]([O:3][C:4](=[O:19])[CH2:5][CH:6]([N:10]1[C:11]2[CH:16]=[C:15]([CH3:17])[CH:14]=[CH:13][C:12]=2[NH:18][C:25]1=[O:26])[CH2:7][CH2:8][CH3:9])[CH3:2]. The catalyst class is: 56. (3) Reactant: N#N.[Br:3][C:4]1[N:8]2[N:9]=[C:10]([N:13]3[CH2:18][CH2:17][NH:16][CH2:15][CH2:14]3)[CH:11]=[CH:12][C:7]2=[N:6][CH:5]=1.C1(N)C(F)=C(F)C(F)=C(N)C=1F.Cl.Cl.[CH3:33][C:34]([CH3:40])([CH3:39])[CH2:35][C:36](Cl)=[O:37].CCN(C(C)C)C(C)C. Product: [Br:3][C:4]1[N:8]2[N:9]=[C:10]([N:13]3[CH2:14][CH2:15][N:16]([C:36](=[O:37])[CH2:35][C:34]([CH3:40])([CH3:39])[CH3:33])[CH2:17][CH2:18]3)[CH:11]=[CH:12][C:7]2=[N:6][CH:5]=1. The catalyst class is: 13. (4) Reactant: C([O-])(O)=O.[Na+].[CH2:6]([NH:13][CH2:14][C:15]1([C:18]2[CH:23]=[CH:22][C:21]([CH2:24][OH:25])=[CH:20][CH:19]=2)[CH2:17][CH2:16]1)[CH2:7][CH2:8][CH2:9][CH2:10][CH2:11][CH3:12].[C:26](O[C:26]([O:28][C:29]([CH3:32])([CH3:31])[CH3:30])=[O:27])([O:28][C:29]([CH3:32])([CH3:31])[CH3:30])=[O:27].[OH-].[Na+]. Product: [C:29]([O:28][C:26](=[O:27])[N:13]([CH2:6][CH2:7][CH2:8][CH2:9][CH2:10][CH2:11][CH3:12])[CH2:14][C:15]1([C:18]2[CH:23]=[CH:22][C:21]([CH2:24][OH:25])=[CH:20][CH:19]=2)[CH2:16][CH2:17]1)([CH3:32])([CH3:31])[CH3:30]. The catalyst class is: 7. (5) Reactant: C1(P(C2CCCCC2)C2C=CC=CC=2C2C(C(C)C)=CC(C(C)C)=CC=2C(C)C)CCCCC1.[O:35]1[CH2:40][CH2:39][N:38]([C:41]2[C:46]([NH2:47])=[CH:45][C:44]([N:48]3[CH2:53][CH2:52][O:51][CH2:50][CH2:49]3)=[CH:43][N:42]=2)[CH2:37][CH2:36]1.Cl[C:55]1[C:64]2[C:59](=[CH:60][C:61]([F:66])=[CH:62][C:63]=2[F:65])[N:58]=[C:57]([C:67]2[CH:68]=[N:69][CH:70]=[C:71]([O:73][CH3:74])[CH:72]=2)[C:56]=1[CH3:75].CC(C)([O-])C.[Na+]. Product: [N:38]1([C:41]2[C:46]([NH:47][C:55]3[C:64]4[C:59](=[CH:60][C:61]([F:66])=[CH:62][C:63]=4[F:65])[N:58]=[C:57]([C:67]4[CH:68]=[N:69][CH:70]=[C:71]([O:73][CH3:74])[CH:72]=4)[C:56]=3[CH3:75])=[CH:45][C:44]([N:48]3[CH2:49][CH2:50][O:51][CH2:52][CH2:53]3)=[CH:43][N:42]=2)[CH2:39][CH2:40][O:35][CH2:36][CH2:37]1. The catalyst class is: 882. (6) Reactant: C(=O)([O-])[O-].[K+].[K+].[CH3:7][O:8][C:9]1[CH:14]=[CH:13][C:12]([NH2:15])=[CH:11][CH:10]=1.[CH:16]1[C:25]2[C:20](=[CH:21][CH:22]=[CH:23][CH:24]=2)[CH:19]=[CH:18][C:17]=1[O:26][CH2:27][CH2:28][CH2:29]Cl. Product: [CH3:7][O:8][C:9]1[CH:14]=[CH:13][C:12]([NH:15][CH2:29][CH2:28][CH2:27][O:26][C:17]2[CH:18]=[CH:19][C:20]3[C:25](=[CH:24][CH:23]=[CH:22][CH:21]=3)[CH:16]=2)=[CH:11][CH:10]=1. The catalyst class is: 58. (7) Reactant: [I:1][C:2]1[C:3](=[O:21])[C:4]2[C:12]([O:13][C:14]=1[C:15]1[CH:20]=[CH:19][CH:18]=[CH:17][CH:16]=1)=[C:11]1[C:7]([CH:8]=[N:9][NH:10]1)=[CH:6][CH:5]=2.C(=O)([O-])[O-].[K+].[K+].Br[CH2:29][C:30]#[N:31]. Product: [I:1][C:2]1[C:3](=[O:21])[C:4]2[C:12]([O:13][C:14]=1[C:15]1[CH:20]=[CH:19][CH:18]=[CH:17][CH:16]=1)=[C:11]1[C:7]([CH:8]=[N:9][N:10]1[CH2:29][C:30]#[N:31])=[CH:6][CH:5]=2. The catalyst class is: 3. (8) Reactant: Cl[C:2]1[N:7]=[C:6]([C:8]([NH:10][CH:11]([C:15]2[CH:20]=[CH:19][C:18]([O:21][C:22]([F:25])([F:24])[F:23])=[CH:17][CH:16]=2)[CH2:12][O:13][CH3:14])=[O:9])[CH:5]=[CH:4][N:3]=1.[O:26]1[CH2:31][CH2:30][CH2:29][CH2:28][CH:27]1[N:32]1[C:36](B2OC(C)(C)C(C)(C)O2)=[CH:35][CH:34]=[N:33]1.C(=O)([O-])[O-].[Na+].[Na+].COCCOC. Product: [CH3:14][O:13][CH2:12][CH:11]([NH:10][C:8]([C:6]1[CH:5]=[CH:4][N:3]=[C:2]([C:36]2[N:32]([CH:27]3[CH2:28][CH2:29][CH2:30][CH2:31][O:26]3)[N:33]=[CH:34][CH:35]=2)[N:7]=1)=[O:9])[C:15]1[CH:20]=[CH:19][C:18]([O:21][C:22]([F:25])([F:24])[F:23])=[CH:17][CH:16]=1. The catalyst class is: 6. (9) Reactant: [NH:1]1[C:5]2[CH:6]=[CH:7][CH:8]=[CH:9][C:4]=2[N:3]=[C:2]1[NH2:10].[OH-].[K+].Br[CH2:14][CH2:15][CH2:16][O:17][Si:18]([C:21]([CH3:24])([CH3:23])[CH3:22])([CH3:20])[CH3:19].C(Cl)Cl. Product: [Si:18]([O:17][CH2:16][CH2:15][CH2:14][N:1]1[C:5]2[CH:6]=[CH:7][CH:8]=[CH:9][C:4]=2[N:3]=[C:2]1[NH2:10])([C:21]([CH3:22])([CH3:23])[CH3:24])([CH3:20])[CH3:19]. The catalyst class is: 21.